Predict the reaction yield, written as a fraction of the theoretical maximum amount of product (1.0 means a 100% yield; for example, 0.34 means a 34% yield). From a dataset of Reaction yield outcomes from USPTO patents with 853,638 reactions. (1) The reactants are [NH2:1][C@:2]12[CH2:37][CH2:36][C@@H:35]([C:38]([CH3:40])=[CH2:39])[C@@H:3]1[C@@H:4]1[C@@:17]([CH3:20])([CH2:18][CH2:19]2)[C@@:16]2([CH3:21])[C@@H:7]([C@:8]3([CH3:34])[C@@H:13]([CH2:14][CH2:15]2)[C:12]([CH3:23])([CH3:22])[C:11]([C:24]2[CH:33]=[CH:32][C:27]([C:28]([O:30]C)=[O:29])=[CH:26][CH:25]=2)=[CH:10][CH2:9]3)[CH2:6][CH2:5]1.Cl[CH2:42][C:43]([N:45]([CH3:47])[CH3:46])=[O:44].P([O-])([O-])([O-])=O.[K+].[K+].[K+].[I-].[K+]. The catalyst is C(#N)C. The product is [CH3:46][N:45]([CH3:47])[C:43](=[O:44])[CH2:42][NH:1][C@:2]12[CH2:37][CH2:36][C@@H:35]([C:38]([CH3:40])=[CH2:39])[C@@H:3]1[C@@H:4]1[C@@:17]([CH3:20])([CH2:18][CH2:19]2)[C@@:16]2([CH3:21])[C@@H:7]([C@:8]3([CH3:34])[C@@H:13]([CH2:14][CH2:15]2)[C:12]([CH3:23])([CH3:22])[C:11]([C:24]2[CH:25]=[CH:26][C:27]([C:28]([OH:30])=[O:29])=[CH:32][CH:33]=2)=[CH:10][CH2:9]3)[CH2:6][CH2:5]1. The yield is 0.520. (2) The product is [C:12]1([CH3:21])[CH:17]=[CH:16][CH:15]=[C:14]([NH:18][C:19]([N:4]2[CH2:5][CH2:6][N:1]([C:7]([O:9][CH2:10][CH3:11])=[O:8])[CH2:2][CH2:3]2)=[O:20])[CH:13]=1. The reactants are [N:1]1([C:7]([O:9][CH2:10][CH3:11])=[O:8])[CH2:6][CH2:5][NH:4][CH2:3][CH2:2]1.[C:12]1([CH3:21])[CH:17]=[CH:16][CH:15]=[C:14]([N:18]=[C:19]=[O:20])[CH:13]=1. The catalyst is ClCCl. The yield is 0.870.